Dataset: Reaction yield outcomes from USPTO patents with 853,638 reactions. Task: Predict the reaction yield, written as a fraction of the theoretical maximum amount of product (1.0 means a 100% yield; for example, 0.34 means a 34% yield). (1) The reactants are ClC1N=C(NNCC#C)N=C(NNCCC)N=1.Cl.CONCC#C.[CH2:25]([NH:28][C:29]1[N:34]=[C:33]([NH:35][CH2:36][CH2:37][CH3:38])[N:32]=[C:31]([N:39]([CH2:42][C:43]#[CH:44])[O:40][CH3:41])[N:30]=1)[CH2:26][CH3:27]. No catalyst specified. The product is [CH3:41][O:40][N:39]([C:31]1[N:30]=[C:29]([NH:28][CH2:25][CH2:26][CH3:27])[N:34]=[C:33]([NH:35][CH2:36][C:37]#[CH:38])[N:32]=1)[CH2:42][C:43]#[CH:44]. The yield is 0.990. (2) The reactants are Br[C:2]1[CH:3]=[C:4]([NH:10][C:11]2[CH:15]=[C:14]([CH3:16])[O:13][N:12]=2)[C:5](=[O:9])[N:6]([CH3:8])[CH:7]=1.[B:17]1([B:17]2[O:21][C:20]([CH3:23])([CH3:22])[C:19]([CH3:25])([CH3:24])[O:18]2)[O:21][C:20]([CH3:23])([CH3:22])[C:19]([CH3:25])([CH3:24])[O:18]1.CC(C1C=C(C(C)C)C(C2C=CC=CC=2P(C2CCCCC2)C2CCCCC2)=C(C(C)C)C=1)C.C([O-])(=O)C.[K+]. The catalyst is C1C=CC(/C=C/C(/C=C/C2C=CC=CC=2)=O)=CC=1.C1C=CC(/C=C/C(/C=C/C2C=CC=CC=2)=O)=CC=1.C1C=CC(/C=C/C(/C=C/C2C=CC=CC=2)=O)=CC=1.[Pd].[Pd].O1CCOCC1. The product is [CH3:8][N:6]1[CH:7]=[C:2]([B:17]2[O:21][C:20]([CH3:23])([CH3:22])[C:19]([CH3:25])([CH3:24])[O:18]2)[CH:3]=[C:4]([NH:10][C:11]2[CH:15]=[C:14]([CH3:16])[O:13][N:12]=2)[C:5]1=[O:9]. The yield is 0.780. (3) The reactants are [NH2:1][CH:2]1[C:11]2[C:6](=[CH:7][CH:8]=[C:9]([NH:12][C:13]([C:15]3[C:24](=[O:25])[C:23]4[C:18](=[CH:19][CH:20]=[CH:21][CH:22]=4)[NH:17][CH:16]=3)=[O:14])[CH:10]=2)[CH2:5][CH2:4][CH2:3]1.CCN(C(C)C)C(C)C.Cl[C:36]([O:38][CH3:39])=[O:37].N1CCCCC1. The catalyst is CO. The product is [CH3:39][O:38][C:36]([NH:1][CH:2]1[C:11]2[C:6](=[CH:7][CH:8]=[C:9]([NH:12][C:13]([C:15]3[C:24](=[O:25])[C:23]4[C:18](=[CH:19][CH:20]=[CH:21][CH:22]=4)[NH:17][CH:16]=3)=[O:14])[CH:10]=2)[CH2:5][CH2:4][CH2:3]1)=[O:37]. The yield is 0.350. (4) The reactants are CCN(C(C)C)C(C)C.[O:10]1[CH:14]=[CH:13][CH:12]=[C:11]1[C:15]([OH:17])=O.CCN=C=NCCCN(C)C.C1C=CC2N(O)N=NC=2C=1.[O:39]=[C:40]([N:58]1[CH2:63][CH2:62][NH:61][CH2:60][CH2:59]1)[CH2:41][NH:42][C:43](=[O:57])[C:44]1[CH:49]=[CH:48][C:47]([O:50][C:51]2[CH:56]=[CH:55][CH:54]=[CH:53][CH:52]=2)=[CH:46][CH:45]=1. The catalyst is CN(C=O)C.O. The product is [O:10]1[CH:14]=[CH:13][CH:12]=[C:11]1[C:15]([N:61]1[CH2:62][CH2:63][N:58]([C:40](=[O:39])[CH2:41][NH:42][C:43](=[O:57])[C:44]2[CH:45]=[CH:46][C:47]([O:50][C:51]3[CH:52]=[CH:53][CH:54]=[CH:55][CH:56]=3)=[CH:48][CH:49]=2)[CH2:59][CH2:60]1)=[O:17]. The yield is 0.650. (5) The reactants are [F:1][C:2]1[CH:7]=[CH:6][C:5]([C:8]#[C:9][C:10]2[CH:11]=[N:12][CH:13]=[C:14]([O:16][CH3:17])[CH:15]=2)=[CH:4][C:3]=1[NH2:18].N1C=CC=CC=1.[CH3:25][S:26](Cl)(=[O:28])=[O:27]. The catalyst is ClCCl. The product is [F:1][C:2]1[CH:7]=[CH:6][C:5]([C:8]#[C:9][C:10]2[CH:11]=[N:12][CH:13]=[C:14]([O:16][CH3:17])[CH:15]=2)=[CH:4][C:3]=1[NH:18][S:26]([CH3:25])(=[O:28])=[O:27]. The yield is 0.570. (6) The reactants are F[C:2]1[C:7]([C:8]#[N:9])=[CH:6][C:5]2[C:10]3([CH2:31][O:32][C:4]=2[CH:3]=1)[C:18]1[C:13](=[CH:14][CH:15]=[CH:16][CH:17]=1)[N:12]([CH2:19][C:20]1[CH:25]=[CH:24][CH:23]=[CH:22][C:21]=1[C:26]([F:29])([F:28])[F:27])[C:11]3=[O:30].O.NN.[N:36](OCCC(C)C)=O.[PH2](O)=O.C(=O)(O)[O-].[Na+]. The catalyst is COCCOC. The product is [F:27][C:26]([F:29])([F:28])[C:21]1[CH:22]=[CH:23][CH:24]=[CH:25][C:20]=1[CH2:19][N:12]1[C:13]2[C:18](=[CH:17][CH:16]=[CH:15][CH:14]=2)[C:10]2([C:5]3[CH:6]=[C:7]4[C:2](=[CH:3][C:4]=3[O:32][CH2:31]2)[NH:36][N:9]=[CH:8]4)[C:11]1=[O:30]. The yield is 0.100. (7) The reactants are Cl[C:2]1[CH:7]=[CH:6][N:5]=[C:4]([N:8]2[C:20](=[O:21])[C:19]3[N:11]([C:12]4[C@H:13]5[CH2:22][C@@H:16]([C:17]=4[CH:18]=3)[CH2:15][CH2:14]5)[CH2:10][CH2:9]2)[C:3]=1[CH:23]=[O:24].[CH3:25][N:26]1[CH:31]=[C:30](B2OC(C)(C)C(C)(C)O2)[CH:29]=[C:28]([NH:41][C:42]2[CH:47]=[CH:46][C:45]([N:48]3[CH2:53][CH2:52][N:51]([CH:54]4[CH2:57][O:56][CH2:55]4)[CH2:50][C@@H:49]3[CH3:58])=[CH:44][N:43]=2)[C:27]1=[O:59].[O-]P([O-])([O-])=O.[K+].[K+].[K+].C([O-])(=O)C.[Na+]. The catalyst is C1C=CC(P(C2C=CC=CC=2)[C-]2C=CC=C2)=CC=1.C1C=CC(P(C2C=CC=CC=2)[C-]2C=CC=C2)=CC=1.Cl[Pd]Cl.[Fe+2].O.C(#N)C. The product is [CH3:25][N:26]1[C:27](=[O:59])[C:28]([NH:41][C:42]2[CH:47]=[CH:46][C:45]([N:48]3[CH2:53][CH2:52][N:51]([CH:54]4[CH2:55][O:56][CH2:57]4)[CH2:50][C@@H:49]3[CH3:58])=[CH:44][N:43]=2)=[CH:29][C:30]([C:2]2[CH:7]=[CH:6][N:5]=[C:4]([N:8]3[C:20](=[O:21])[C:19]4[N:11]([C:12]5[C@H:13]6[CH2:22][C@@H:16]([C:17]=5[CH:18]=4)[CH2:15][CH2:14]6)[CH2:10][CH2:9]3)[C:3]=2[CH:23]=[O:24])=[CH:31]1. The yield is 0.440. (8) The reactants are [C:1]([O:5][C:6]([N:8]1[C:16]2[C:11](=[CH:12][C:13]([CH:17]=[CH2:18])=[CH:14][CH:15]=2)[CH2:10][CH2:9]1)=[O:7])([CH3:4])([CH3:3])[CH3:2].Br[CH:20]([C:25]1[CH:26]=[C:27]([Cl:33])[C:28]([F:32])=[C:29]([Cl:31])[CH:30]=1)[C:21]([F:24])([F:23])[F:22].N1C=CC=CC=1C1C=CC=CN=1. The catalyst is ClC1C=CC=CC=1Cl.Cl[Cu]. The product is [Cl:31][C:29]1[CH:30]=[C:25]([CH:20]([C:21]([F:24])([F:23])[F:22])/[CH:18]=[CH:17]/[C:13]2[CH:12]=[C:11]3[C:16](=[CH:15][CH:14]=2)[N:8]([C:6]([O:5][C:1]([CH3:4])([CH3:3])[CH3:2])=[O:7])[CH2:9][CH2:10]3)[CH:26]=[C:27]([Cl:33])[C:28]=1[F:32]. The yield is 0.610.